From a dataset of Drug-target binding data from BindingDB using IC50 measurements. Regression. Given a target protein amino acid sequence and a drug SMILES string, predict the binding affinity score between them. We predict pIC50 (pIC50 = -log10(IC50 in M); higher means more potent). Dataset: bindingdb_ic50. (1) The small molecule is Cc1ccc2c(c1)c1c3n2CCCNC3CCC1. The target protein (Q9C000) has sequence MAGGAWGRLACYLEFLKKEELKEFQLLLANKAHSRSSSGETPAQPEKTSGMEVASYLVAQYGEQRAWDLALHTWEQMGLRSLCAQAQEGAGHSPSFPYSPSEPHLGSPSQPTSTAVLMPWIHELPAGCTQGSERRVLRQLPDTSGRRWREISASLLYQALPSSPDHESPSQESPNAPTSTAVLGSWGSPPQPSLAPREQEAPGTQWPLDETSGIYYTEIREREREKSEKGRPPWAAVVGTPPQAHTSLQPHHHPWEPSVRESLCSTWPWKNEDFNQKFTQLLLLQRPHPRSQDPLVKRSWPDYVEENRGHLIEIRDLFGPGLDTQEPRIVILQGAAGIGKSTLARQVKEAWGRGQLYGDRFQHVFYFSCRELAQSKVVSLAELIGKDGTATPAPIRQILSRPERLLFILDGVDEPGWVLQEPSSELCLHWSQPQPADALLGSLLGKTILPEASFLITARTTALQNLIPSLEQARWVEVLGFSESSRKEYFYRYFTDERQA.... The pIC50 is 4.0. (2) The compound is CCOc1cc(C2C(C(=O)OC)=CN(C3CCCC3)C=C2C(=O)OC)cc(Br)c1O. The target protein (Q17339) has sequence MPSCTTPTYGVSTQLESQSSESPSRSSVMTPTSLDGDNSPRKRFPIIDNVPADRWPSTRRDGWSSVRAPPPARLTLSTNNRHIMSPISSAYSQTPNSLLSPAMFNPKSRSIFSPTLPATPMSYGKSSMDKSLFSPTATEPIEVEATVEYLADLVKEKKHLTLFPHMFSNVERLLDDEIGRVRVALFQTEFPRVELPEPAGDMISITEKIYVPKNEYPDYNFVGRILGPRGMTAKQLEQDTGCKIMVRGKGSMRDKSKESAHRGKANWEHLEDDLHVLVQCEDTENRVHIKLQAALEQVKKLLIPAPEGTDELKRKQLMELAIINGTYRPMKSPNPARVMTAVPLLSPTPLRSSGPVLMSPTPGSGLPSTTFGGSILSPTLTASNLLGSNVFDYSLLSPSMFDSFSSLQLASDLTFPKYPTTTSFVNSFPGLFTSASSFANQTNTNVSPSGASPSASSVNNTSF. The pIC50 is 4.2. (3) The drug is CCCCCCCCCCCCCCCc1cccc(O)c1. The target protein (P08487) has sequence MAGAASPCANGCGPSAPSDAEVVHLCRSLEVGTVMTLFYSKKSQRPERKTFQVKLETRQITWSRGADKIEGAIDIREIKEIRPGKTSRDFDRYQEDPAFRPDQSHCFVILYGMEFRLKTLSLQATSEDEVNMWIRGLTWLMEDTLQAATPLQIERWLRKQFYSVDRNREDRISAKDLKNMLSQVNYRVPNMRFLRERLTDLEQRTSDITYGQFAQLYRSLMYSAQKTMDLPFLEASALRAGERPELCRVSLPEFQQFLLEYQGELWAVDRLQVQEFMLSFLRDPLREIEEPYFFLDEFVTFLFSKENSIWNSQLDEVCPDTMNNPLSHYWISSSHNTYLTGDQFSSESSLEAYARCLRMGCRCIELDCWDGPDGMPVIYHGHTLTTKIKFSDVLHTIKEHAFVASEYPVILSIEDHCSIAQQRNMAQYFKKVLGDTLLTKPVDIAADGLPSPNQLKRKILIKHKKLAEGSAYEEVPTSVMYSENDISNSIKNGILYLEDP.... The pIC50 is 4.0. (4) The compound is CCC1(C)NC(=O)c2cc(S(=O)(=O)Nc3ccc(Cl)cc3)ccc2N(C)C1=O. The target protein (Q921V5) has sequence MRFRIYKRKVLILTLVVAACGFVLWSSNGRQRKSDALGPPLLDAEPVRGAGHLAVSVGIRRVSNESAAPLVPAVPRPEVDNLTLRYRSLVYQLNFDQMLRNVGNDGTWSPGELVLVVQVHNRPEYLRLLIDSLRKAQGIQEVLVIFSHDFWSAEINSLISRVDFCPVLQVFFPFSIQLYPNEFPGSDPRDCPRDLKKNAALKLGCINAEYPDSFGHYREAKFSQTKHHWWWKLHFVWERVKVLQDYTGLILFLEEDHYLAPDFYHVFKKMWKLKQQECPGCDVLSLGTYTTIRSFYGIADKVDVKTWKSTEHNMGLALTRDAYQKLIECTDTFCTYDDYNWDWTLQYLTLACLPKIWKVLVPQAPRIFHAGDCGMHHKKTCRPSTQSAQIESLLNSNKQYLFPETLVIGEKFPMAAISPPRKNGGWGDIRDHELCKSYRRLQ. The pIC50 is 7.2.